This data is from Forward reaction prediction with 1.9M reactions from USPTO patents (1976-2016). The task is: Predict the product of the given reaction. (1) Given the reactants [CH3:1][CH2:2][CH2:3][CH2:4][CH2:5][CH2:6][O:7][C:8]([C:10](C#N)=C)=[O:9].[C:14]1(C)C=CC=C[CH:15]=1, predict the reaction product. The product is: [C:8]([O:7][C:6]1[CH:1]=[CH:2][C:3]([CH:14]=[CH2:15])=[CH:4][CH:5]=1)(=[O:9])[CH3:10]. (2) Given the reactants [CH3:1][C:2]1[S:3][C:4]([Sn](CCCC)(CCCC)CCCC)=[CH:5][N:6]=1.[CH3:20][O:21][C:22](=[O:31])[CH2:23][C:24]1[CH:25]=[N:26][C:27](Br)=[CH:28][CH:29]=1, predict the reaction product. The product is: [CH3:20][O:21][C:22](=[O:31])[CH2:23][C:24]1[CH:25]=[N:26][C:27]([C:4]2[S:3][C:2]([CH3:1])=[N:6][CH:5]=2)=[CH:28][CH:29]=1. (3) Given the reactants [OH:1][C:2]1[C:11]2[C:6](=[CH:7][CH:8]=[CH:9][CH:10]=2)[N:5]=[CH:4][CH:3]=1.[OH-:12].[Na+].[CH2:14]=O, predict the reaction product. The product is: [OH:1][C:2]1[C:11]2[C:6](=[CH:7][CH:8]=[CH:9][CH:10]=2)[N:5]=[CH:4][C:3]=1[CH2:14][OH:12]. (4) Given the reactants C[O:2][C:3]([C:5]1[C:14]([C:15]2[N:19]([CH3:20])[CH:18]=[N:17][CH:16]=2)=[CH:13][C:12]2[C:7](=[CH:8][CH:9]=[CH:10][CH:11]=2)[CH:6]=1)=[O:4].[OH-].[Na+].Cl, predict the reaction product. The product is: [CH3:20][N:19]1[C:15]([C:14]2[C:5]([C:3]([OH:4])=[O:2])=[CH:6][C:7]3[C:12]([CH:13]=2)=[CH:11][CH:10]=[CH:9][CH:8]=3)=[CH:16][N:17]=[CH:18]1. (5) Given the reactants [S:1]1[CH:5]=[CH:4][CH:3]=[C:2]1[C:6]1[C:7](=[O:16])[NH:8][C:9]2[C:14]([N:15]=1)=[CH:13][CH:12]=[CH:11][CH:10]=2.C1(N)C=CC=CC=1[NH2:23].S1C=CC=C1C(=O)C(OCC)=O.[OH-].[Na+], predict the reaction product. The product is: [NH2:23][N:8]1[C:9]2[C:14](=[CH:13][CH:12]=[CH:11][CH:10]=2)[N:15]=[C:6]([C:2]2[S:1][CH:5]=[CH:4][CH:3]=2)[C:7]1=[O:16]. (6) Given the reactants [N:1]1([C:7]2[CH:15]=[CH:14][C:10]([C:11]([OH:13])=O)=[CH:9][CH:8]=2)[CH2:5][CH2:4][CH2:3][C:2]1=[O:6].[Cl:16][C:17]1[CH:31]=[CH:30][C:20]2[NH:21][C:22]([C@@H:24]([NH2:29])[CH2:25][CH2:26][S:27][CH3:28])=[N:23][C:19]=2[CH:18]=1.C(O)(C(F)(F)F)=O, predict the reaction product. The product is: [Cl:16][C:17]1[CH:31]=[CH:30][C:20]2[NH:21][C:22]([C@@H:24]([NH:29][C:11](=[O:13])[C:10]3[CH:9]=[CH:8][C:7]([N:1]4[CH2:5][CH2:4][CH2:3][C:2]4=[O:6])=[CH:15][CH:14]=3)[CH2:25][CH2:26][S:27][CH3:28])=[N:23][C:19]=2[CH:18]=1. (7) Given the reactants C([O:3][C:4](=O)[C:5]([O:8][C:9]1[CH:10]=[C:11]2[C:16](=[CH:17][C:18]=1[CH3:19])[O:15][C:14]1([CH2:28][C:27]([CH3:30])([CH3:29])[C:26]3[C:21](=[CH:22][C:23]([CH3:32])=[C:24]([OH:31])[CH:25]=3)[O:20]1)[CH2:13][C:12]2([CH3:34])[CH3:33])([CH3:7])[CH3:6])C.[H-].[Al+3].[Li+].[H-].[H-].[H-], predict the reaction product. The product is: [OH:3][CH2:4][C:5]([CH3:7])([CH3:6])[O:8][C:9]1[CH:10]=[C:11]2[C:16](=[CH:17][C:18]=1[CH3:19])[O:15][C:14]1([CH2:28][C:27]([CH3:29])([CH3:30])[C:26]3[C:21](=[CH:22][C:23]([CH3:32])=[C:24]([OH:31])[CH:25]=3)[O:20]1)[CH2:13][C:12]2([CH3:34])[CH3:33].